From a dataset of NCI-60 drug combinations with 297,098 pairs across 59 cell lines. Regression. Given two drug SMILES strings and cell line genomic features, predict the synergy score measuring deviation from expected non-interaction effect. (1) Drug 1: C1=NC2=C(N=C(N=C2N1C3C(C(C(O3)CO)O)F)Cl)N. Drug 2: CC1C(C(CC(O1)OC2CC(CC3=C2C(=C4C(=C3O)C(=O)C5=CC=CC=C5C4=O)O)(C(=O)C)O)N)O. Cell line: CCRF-CEM. Synergy scores: CSS=43.9, Synergy_ZIP=-7.64, Synergy_Bliss=-9.99, Synergy_Loewe=-4.57, Synergy_HSA=-2.74. (2) Drug 1: CCCS(=O)(=O)NC1=C(C(=C(C=C1)F)C(=O)C2=CNC3=C2C=C(C=N3)C4=CC=C(C=C4)Cl)F. Drug 2: C1=CC=C(C(=C1)C(C2=CC=C(C=C2)Cl)C(Cl)Cl)Cl. Cell line: LOX IMVI. Synergy scores: CSS=46.8, Synergy_ZIP=11.4, Synergy_Bliss=12.5, Synergy_Loewe=-4.22, Synergy_HSA=13.9. (3) Drug 1: CC12CCC3C(C1CCC2O)C(CC4=C3C=CC(=C4)O)CCCCCCCCCS(=O)CCCC(C(F)(F)F)(F)F. Drug 2: CCC1(C2=C(COC1=O)C(=O)N3CC4=CC5=C(C=CC(=C5CN(C)C)O)N=C4C3=C2)O.Cl. Cell line: TK-10. Synergy scores: CSS=18.3, Synergy_ZIP=-6.58, Synergy_Bliss=-4.60, Synergy_Loewe=-57.4, Synergy_HSA=-3.05.